From a dataset of Reaction yield outcomes from USPTO patents with 853,638 reactions. Predict the reaction yield, written as a fraction of the theoretical maximum amount of product (1.0 means a 100% yield; for example, 0.34 means a 34% yield). The reactants are [OH2:1].[OH-].[Li+].[Cl:4][C:5]1[CH:10]=[CH:9][C:8]([CH:11]2[C:15](=[O:16])[N:14]([C:17]([O:19][C:20]([CH3:23])([CH3:22])[CH3:21])=[O:18])[C:13]([CH3:25])([CH3:24])[CH2:12]2)=[CH:7][CH:6]=1. The catalyst is C1COCC1.CO.O. The product is [C:20]([O:19][C:17]([NH:14][C:13]([CH3:25])([CH3:24])[CH2:12][CH:11]([C:8]1[CH:9]=[CH:10][C:5]([Cl:4])=[CH:6][CH:7]=1)[C:15]([OH:1])=[O:16])=[O:18])([CH3:23])([CH3:22])[CH3:21]. The yield is 0.632.